Regression. Given two drug SMILES strings and cell line genomic features, predict the synergy score measuring deviation from expected non-interaction effect. From a dataset of NCI-60 drug combinations with 297,098 pairs across 59 cell lines. (1) Drug 1: CC1CCC2CC(C(=CC=CC=CC(CC(C(=O)C(C(C(=CC(C(=O)CC(OC(=O)C3CCCCN3C(=O)C(=O)C1(O2)O)C(C)CC4CCC(C(C4)OC)OCCO)C)C)O)OC)C)C)C)OC. Drug 2: C1=NC2=C(N1)C(=S)N=CN2. Cell line: ACHN. Synergy scores: CSS=40.3, Synergy_ZIP=-1.07, Synergy_Bliss=0.293, Synergy_Loewe=2.46, Synergy_HSA=3.51. (2) Drug 1: CN(C)C1=NC(=NC(=N1)N(C)C)N(C)C. Drug 2: CC1=C(C(=CC=C1)Cl)NC(=O)C2=CN=C(S2)NC3=CC(=NC(=N3)C)N4CCN(CC4)CCO. Cell line: MDA-MB-231. Synergy scores: CSS=19.0, Synergy_ZIP=1.72, Synergy_Bliss=6.24, Synergy_Loewe=-27.1, Synergy_HSA=4.53. (3) Drug 1: CC(C1=C(C=CC(=C1Cl)F)Cl)OC2=C(N=CC(=C2)C3=CN(N=C3)C4CCNCC4)N. Drug 2: C1=CC(=CC=C1CCC2=CNC3=C2C(=O)NC(=N3)N)C(=O)NC(CCC(=O)O)C(=O)O. Cell line: TK-10. Synergy scores: CSS=46.4, Synergy_ZIP=4.16, Synergy_Bliss=3.61, Synergy_Loewe=-7.35, Synergy_HSA=3.70.